Dataset: Full USPTO retrosynthesis dataset with 1.9M reactions from patents (1976-2016). Task: Predict the reactants needed to synthesize the given product. (1) Given the product [CH3:9][C:10]1[S:24][C:13]2[NH:14][C:15]3[CH:23]=[CH:22][CH:21]=[CH:20][C:16]=3[N:17]=[C:18]([N:19]3[CH2:6][CH2:7][N:2]([CH3:1])[CH2:3][CH2:4]3)[C:12]=2[CH:11]=1, predict the reactants needed to synthesize it. The reactants are: [CH3:1][N:2]1[CH2:7][CH2:6]N[CH2:4][CH2:3]1.Cl.[CH3:9][C:10]1[S:24][C:13]2[NH:14][C:15]3[CH:23]=[CH:22][CH:21]=[CH:20][C:16]=3[N:17]=[C:18]([NH2:19])[C:12]=2[CH:11]=1.C1(C)C=CC=CC=1. (2) Given the product [N:19]1[CH:24]=[CH:23][C:22]([C:2]2[C:7]3[C:8](=[O:12])[NH:9][N:10]=[CH:11][C:6]=3[N:5]=[CH:4][CH:3]=2)=[CH:21][CH:20]=1, predict the reactants needed to synthesize it. The reactants are: Cl[C:2]1[C:7]2[C:8](=[O:12])[NH:9][N:10]=[CH:11][C:6]=2[N:5]=[CH:4][CH:3]=1.C([O-])([O-])=O.[Na+].[Na+].[N:19]1[CH:24]=[CH:23][C:22](B(O)O)=[CH:21][CH:20]=1.C([O-])(O)=O.[Na+]. (3) Given the product [ClH:20].[C:1]1([S:7]([C:10]2[CH:11]=[C:12]3[C:17](=[CH:18][CH:19]=2)[N:16]=[CH:15][CH:14]=[C:13]3[N:21]2[CH2:26][CH2:25][NH:24][CH2:23][CH2:22]2)(=[O:9])=[O:8])[CH:6]=[CH:5][CH:4]=[CH:3][CH:2]=1, predict the reactants needed to synthesize it. The reactants are: [C:1]1([S:7]([C:10]2[CH:11]=[C:12]3[C:17](=[CH:18][CH:19]=2)[N:16]=[CH:15][CH:14]=[C:13]3[Cl:20])(=[O:9])=[O:8])[CH:6]=[CH:5][CH:4]=[CH:3][CH:2]=1.[NH:21]1[CH2:26][CH2:25][NH:24][CH2:23][CH2:22]1. (4) Given the product [CH3:1][O:18][C:15](=[O:16])[C:8]1[CH:12]=[C:4]([Br:3])[CH:5]=[C:6]([Cl:14])[C:7]=1[O:25][CH3:24], predict the reactants needed to synthesize it. The reactants are: [CH3:1]I.[Br:3][C:4]1[CH:5]=[C:6]([Cl:14])[C:7](O)=[C:8]([CH:12]=1)C(O)=O.[C:15]([O-:18])([O-])=[O:16].[Cs+].[Cs+].CN([CH:24]=[O:25])C. (5) Given the product [NH:23]1[C:24]2[CH:37]=[CH:36][CH:35]=[CH:34][C:25]=2[N:26]=[C:22]1[CH2:21][O:20][N:19]=[C:16]1[CH2:17][CH2:18][N:13]([S:10]([C:7]2[CH:8]=[CH:9][C:4]([O:3][C:2]([F:1])([F:38])[F:39])=[CH:5][CH:6]=2)(=[O:11])=[O:12])[CH2:14][CH2:15]1, predict the reactants needed to synthesize it. The reactants are: [F:1][C:2]([F:39])([F:38])[O:3][C:4]1[CH:9]=[CH:8][C:7]([S:10]([N:13]2[CH2:18][CH2:17][C:16](=[N:19][O:20][CH2:21][C:22]3[N:26](C(OC(C)(C)C)=O)[C:25]4[CH:34]=[CH:35][CH:36]=[CH:37][C:24]=4[N:23]=3)[CH2:15][CH2:14]2)(=[O:12])=[O:11])=[CH:6][CH:5]=1.